Dataset: Peptide-MHC class I binding affinity with 185,985 pairs from IEDB/IMGT. Task: Regression. Given a peptide amino acid sequence and an MHC pseudo amino acid sequence, predict their binding affinity value. This is MHC class I binding data. (1) The MHC is HLA-B40:01 with pseudo-sequence HLA-B40:01. The binding affinity (normalized) is 0.0847. The peptide sequence is ALSMGINTV. (2) The peptide sequence is DFISMYFPW. The MHC is HLA-B27:03 with pseudo-sequence HLA-B27:03. The binding affinity (normalized) is 0.0847. (3) The peptide sequence is ISEDMHTDK. The MHC is HLA-A01:01 with pseudo-sequence HLA-A01:01. The binding affinity (normalized) is 0.0847. (4) The peptide sequence is AFEFINSLLK. The MHC is HLA-A11:01 with pseudo-sequence HLA-A11:01. The binding affinity (normalized) is 0.431. (5) The peptide sequence is IVYGRSNAI. The MHC is HLA-A02:01 with pseudo-sequence HLA-A02:01. The binding affinity (normalized) is 0.498. (6) The peptide sequence is RTYSSSIIA. The binding affinity (normalized) is 0.639. The MHC is HLA-A30:01 with pseudo-sequence HLA-A30:01. (7) The peptide sequence is SYKVASAGI. The MHC is HLA-A24:02 with pseudo-sequence HLA-A24:02. The binding affinity (normalized) is 0.570. (8) The peptide sequence is DVHIPKFKVT. The MHC is HLA-A02:06 with pseudo-sequence HLA-A02:06. The binding affinity (normalized) is 0.0181. (9) The peptide sequence is SLVITYCLV. The MHC is HLA-A02:02 with pseudo-sequence HLA-A02:02. The binding affinity (normalized) is 0.302.